Dataset: Merck oncology drug combination screen with 23,052 pairs across 39 cell lines. Task: Regression. Given two drug SMILES strings and cell line genomic features, predict the synergy score measuring deviation from expected non-interaction effect. (1) Drug 1: O=C(O)C1(Cc2cccc(Nc3nccs3)n2)CCC(Oc2cccc(Cl)c2F)CC1. Drug 2: CCC1(O)C(=O)OCc2c1cc1n(c2=O)Cc2cc3c(CN(C)C)c(O)ccc3nc2-1. Cell line: NCIH23. Synergy scores: synergy=16.6. (2) Drug 1: CN1C(=O)C=CC2(C)C3CCC4(C)C(NC(=O)OCC(F)(F)F)CCC4C3CCC12. Drug 2: COC1=C2CC(C)CC(OC)C(O)C(C)C=C(C)C(OC(N)=O)C(OC)C=CC=C(C)C(=O)NC(=CC1=O)C2=O. Cell line: RPMI7951. Synergy scores: synergy=-11.1. (3) Drug 1: O=c1[nH]cc(F)c(=O)[nH]1. Drug 2: O=C(O)C1(Cc2cccc(Nc3nccs3)n2)CCC(Oc2cccc(Cl)c2F)CC1. Cell line: SKMEL30. Synergy scores: synergy=14.8. (4) Drug 1: CS(=O)(=O)CCNCc1ccc(-c2ccc3ncnc(Nc4ccc(OCc5cccc(F)c5)c(Cl)c4)c3c2)o1. Drug 2: CCC1(O)C(=O)OCc2c1cc1n(c2=O)Cc2cc3c(CN(C)C)c(O)ccc3nc2-1. Cell line: EFM192B. Synergy scores: synergy=6.87. (5) Cell line: HT144. Drug 1: COC12C(COC(N)=O)C3=C(C(=O)C(C)=C(N)C3=O)N1CC1NC12. Synergy scores: synergy=27.4. Drug 2: O=C(NOCC(O)CO)c1ccc(F)c(F)c1Nc1ccc(I)cc1F. (6) Drug 1: COc1cc(C2c3cc4c(cc3C(OC3OC5COC(C)OC5C(O)C3O)C3COC(=O)C23)OCO4)cc(OC)c1O. Drug 2: Cn1c(=O)n(-c2ccc(C(C)(C)C#N)cc2)c2c3cc(-c4cnc5ccccc5c4)ccc3ncc21. Cell line: ZR751. Synergy scores: synergy=37.2.